Dataset: Forward reaction prediction with 1.9M reactions from USPTO patents (1976-2016). Task: Predict the product of the given reaction. (1) Given the reactants Cl.Cl[C:3]1[C:12]2[C:7](=[CH:8][CH:9]=[CH:10][CH:11]=2)[C:6]([CH2:13][C:14]2[CH:19]=[CH:18][N:17]=[CH:16][N:15]=2)=[N:5][N:4]=1.[Cl:20][C:21]1[CH:27]=[CH:26][C:24]([NH2:25])=[CH:23][CH:22]=1, predict the reaction product. The product is: [Cl:20][C:21]1[CH:27]=[CH:26][C:24]([NH:25][C:3]2[C:12]3[C:7](=[CH:8][CH:9]=[CH:10][CH:11]=3)[C:6]([CH2:13][C:14]3[CH:19]=[CH:18][N:17]=[CH:16][N:15]=3)=[N:5][N:4]=2)=[CH:23][CH:22]=1. (2) Given the reactants [Cl:1][C:2]1[C:11]([N+:12]([O-])=O)=[CH:10][C:9]([CH:15]=[CH2:16])=[CH:8][C:3]=1[C:4]([O:6][CH3:7])=[O:5].Cl[Sn]Cl, predict the reaction product. The product is: [Cl:1][C:2]1[C:11]([NH2:12])=[CH:10][C:9]([CH:15]=[CH2:16])=[CH:8][C:3]=1[C:4]([O:6][CH3:7])=[O:5]. (3) Given the reactants [O:1]=[C:2]1[CH2:10][C:9]2[C:4](=[CH:5][CH:6]=[C:7]([C:11]3[N:15]=[C:14]([CH2:16][CH2:17][C@@H:18]([NH:30]C(=O)OC(C)(C)C)[CH2:19][C:20]4[CH:25]=[CH:24][C:23]([C:26]([F:29])([F:28])[F:27])=[CH:22][CH:21]=4)[O:13][N:12]=3)[CH:8]=2)[NH:3]1.C(O)(C(F)(F)F)=O, predict the reaction product. The product is: [NH2:30][C@@H:18]([CH2:19][C:20]1[CH:21]=[CH:22][C:23]([C:26]([F:27])([F:29])[F:28])=[CH:24][CH:25]=1)[CH2:17][CH2:16][C:14]1[O:13][N:12]=[C:11]([C:7]2[CH:8]=[C:9]3[C:4](=[CH:5][CH:6]=2)[NH:3][C:2](=[O:1])[CH2:10]3)[N:15]=1. (4) Given the reactants ClC(Cl)(Cl)C(Cl)(Cl)Cl.[CH:9]([CH:11]([NH:16][C:17]([C:19]1[CH:24]=[CH:23][CH:22]=[CH:21][N:20]=1)=[O:18])[CH2:12][CH:13]([CH3:15])[CH3:14])=O.C(N(CC)CC)C.C1(P(C2C=CC=CC=2)C2C=CC=CC=2)C=CC=CC=1, predict the reaction product. The product is: [CH2:12]([C:11]1[N:16]=[C:17]([C:19]2[CH:24]=[CH:23][CH:22]=[CH:21][N:20]=2)[O:18][CH:9]=1)[CH:13]([CH3:15])[CH3:14].